Predict which catalyst facilitates the given reaction. From a dataset of Catalyst prediction with 721,799 reactions and 888 catalyst types from USPTO. (1) Reactant: [NH2:1][C:2]1[N:7]=[C:6]([CH3:8])[C:5]([C:9]#[N:10])=[CH:4][C:3]=1[C:11]#[C:12][Si:13]([CH3:16])([CH3:15])[CH3:14].N1C=CC=CC=1.[C:23](Cl)(=[O:25])[CH3:24]. Product: [C:9]([C:5]1[CH:4]=[C:3]([C:11]#[C:12][Si:13]([CH3:14])([CH3:16])[CH3:15])[C:2]([NH:1][C:23](=[O:25])[CH3:24])=[N:7][C:6]=1[CH3:8])#[N:10]. The catalyst class is: 4. (2) Reactant: [F:1][C:2]1[CH:11]=[C:10]2[C:5]([CH2:6][CH2:7][C:8](=[O:13])[N:9]2[CH3:12])=[CH:4][C:3]=1[C:14]1[C:15]([CH3:28])=[C:16]([CH2:20][NH:21][S@@](C(C)(C)C)=O)[CH:17]=[N:18][CH:19]=1.[ClH:29]. Product: [ClH:29].[NH2:21][CH2:20][C:16]1[C:15]([CH3:28])=[C:14]([C:3]2[CH:4]=[C:5]3[C:10](=[CH:11][C:2]=2[F:1])[N:9]([CH3:12])[C:8](=[O:13])[CH2:7][CH2:6]3)[CH:19]=[N:18][CH:17]=1. The catalyst class is: 5. (3) Reactant: [C:1]([O:5][C:6](=[O:32])[N:7]([C:17]1[N:22]2[N:23]=[CH:24][CH:25]=[C:21]2[N:20]=[C:19]([Cl:26])[C:18]=1[CH2:27][CH:28]([OH:31])[CH2:29][OH:30])[C:8]1[CH:13]=[CH:12][C:11]([O:14][CH2:15][CH3:16])=[CH:10][CH:9]=1)([CH3:4])([CH3:3])[CH3:2].C(N(CC)CC)C.[C:40]([Si:44](Cl)([CH3:46])[CH3:45])([CH3:43])([CH3:42])[CH3:41].Cl. Product: [Si:44]([O:30][CH2:29][CH:28]([OH:31])[CH2:27][C:18]1[C:19]([Cl:26])=[N:20][C:21]2[N:22]([N:23]=[CH:24][CH:25]=2)[C:17]=1[N:7]([C:8]1[CH:9]=[CH:10][C:11]([O:14][CH2:15][CH3:16])=[CH:12][CH:13]=1)[C:6](=[O:32])[O:5][C:1]([CH3:2])([CH3:3])[CH3:4])([C:40]([CH3:43])([CH3:42])[CH3:41])([CH3:46])[CH3:45]. The catalyst class is: 2. (4) Reactant: C(N(CC)CC)C.[F:8][C:9]([F:20])([F:19])[C:10]1[N:11]2[CH:17]=[N:16][C:15]([NH2:18])=[C:12]2[S:13][CH:14]=1.[Cl:21][C:22]1[CH:30]=[CH:29][C:25]([C:26](Cl)=[O:27])=[CH:24][N:23]=1. Product: [Cl:21][C:22]1[CH:30]=[CH:29][C:25]([C:26]([NH:18][C:15]2[N:16]=[CH:17][N:11]3[C:10]([C:9]([F:19])([F:8])[F:20])=[CH:14][S:13][C:12]=23)=[O:27])=[CH:24][N:23]=1. The catalyst class is: 13.